From a dataset of Catalyst prediction with 721,799 reactions and 888 catalyst types from USPTO. Predict which catalyst facilitates the given reaction. (1) Reactant: [CH3:1][C@@H:2]1[C@@H:7]([CH3:8])[N:6](C)[CH2:5][CH2:4][N:3]1[C:10](OCC1C=CC=CC=1)=O. Product: [CH3:10][N:3]1[CH2:4][CH2:5][NH:6][C@H:7]([CH3:8])[C@H:2]1[CH3:1]. The catalyst class is: 5. (2) Reactant: [H-].[Na+].[CH3:3][O:4][C:5]([C:7]1[C:15]2[C:10](=[N:11][CH:12]=[C:13]([Br:16])[CH:14]=2)[N:9]([S:17]([C:20]2[CH:25]=[CH:24][CH:23]=[CH:22][CH:21]=2)(=[O:19])=[O:18])[C:8]=1[CH2:26]Br)=[O:6].[C:28]([CH2:30][NH:31][S:32]([C:35]1[CH:40]=[CH:39][C:38]([CH3:41])=[CH:37][CH:36]=1)(=[O:34])=[O:33])#[N:29].Cl. Product: [CH3:3][O:4][C:5]([C:7]1[C:15]2[C:10](=[N:11][CH:12]=[C:13]([Br:16])[CH:14]=2)[N:9]([S:17]([C:20]2[CH:21]=[CH:22][CH:23]=[CH:24][CH:25]=2)(=[O:18])=[O:19])[C:8]=1[CH2:26][N:31]([CH2:30][C:28]#[N:29])[S:32]([C:35]1[CH:36]=[CH:37][C:38]([CH3:41])=[CH:39][CH:40]=1)(=[O:34])=[O:33])=[O:6]. The catalyst class is: 3.